From a dataset of Forward reaction prediction with 1.9M reactions from USPTO patents (1976-2016). Predict the product of the given reaction. (1) Given the reactants [F:1][C:2]1[C:7]([C:8]2[CH:9]=[C:10]([CH:20]=O)[S:11][C:12]=2[S:13][C:14]2[CH:19]=[CH:18][CH:17]=[CH:16][N:15]=2)=[CH:6][CH:5]=[CH:4][N:3]=1.[CH3:22][NH2:23].CO.CO, predict the reaction product. The product is: [F:1][C:2]1[C:7]([C:8]2[CH:9]=[C:10]([CH2:20][NH:23][CH3:22])[S:11][C:12]=2[S:13][C:14]2[CH:19]=[CH:18][CH:17]=[CH:16][N:15]=2)=[CH:6][CH:5]=[CH:4][N:3]=1. (2) Given the reactants [Cl:1][C:2]1[N:3]=[C:4]([C:9]([NH:11][C@H:12]2[CH2:17][CH2:16][N:15]([C:18]3[S:19][C:20]([C:24]([O:26]CC)=[O:25])=[C:21]([CH3:23])[N:22]=3)[CH2:14][C@H:13]2[O:29][CH2:30][CH2:31][CH2:32][F:33])=[O:10])[NH:5][C:6]=1[CH2:7][CH3:8].[OH-].[Li+], predict the reaction product. The product is: [Cl:1][C:2]1[N:3]=[C:4]([C:9]([NH:11][C@H:12]2[CH2:17][CH2:16][N:15]([C:18]3[S:19][C:20]([C:24]([OH:26])=[O:25])=[C:21]([CH3:23])[N:22]=3)[CH2:14][C@H:13]2[O:29][CH2:30][CH2:31][CH2:32][F:33])=[O:10])[NH:5][C:6]=1[CH2:7][CH3:8]. (3) Given the reactants [Cl:1][C:2]1[CH:9]=[CH:8][C:5]([CH:6]=O)=[CH:4][CH:3]=1.[C@@H:10]1([NH2:20])[C:19]2[C:14](=[CH:15][CH:16]=[CH:17][CH:18]=2)[CH2:13][CH2:12][CH2:11]1, predict the reaction product. The product is: [Cl:1][C:2]1[CH:9]=[CH:8][C:5]([CH2:6][NH:20][C@@H:10]2[C:19]3[C:14](=[CH:15][CH:16]=[CH:17][CH:18]=3)[CH2:13][CH2:12][CH2:11]2)=[CH:4][CH:3]=1. (4) Given the reactants [Br:1][C:2]1[C:3]([C:12]2[O:13][CH:14]=[CH:15][CH:16]=2)=[N:4][C:5]([NH2:11])=[N:6][C:7]=1S(C)=O.[CH3:17][N:18]([CH2:20][CH2:21][OH:22])[CH3:19].C1CCN2C(=NCCC2)CC1, predict the reaction product. The product is: [Br:1][C:2]1[C:7]([O:22][CH2:21][CH2:20][N:18]([CH3:19])[CH3:17])=[N:6][C:5]([NH2:11])=[N:4][C:3]=1[C:12]1[O:13][CH:14]=[CH:15][CH:16]=1. (5) Given the reactants [Cl:1][C:2]1[CH:7]=[CH:6][CH:5]=[CH:4][C:3]=1[O:8][C:9]([F:12])([F:11])[F:10].[Li]CCCC.[I:18]I, predict the reaction product. The product is: [Cl:1][C:2]1[C:3]([O:8][C:9]([F:11])([F:10])[F:12])=[CH:4][CH:5]=[CH:6][C:7]=1[I:18]. (6) Given the reactants C(N(S(F)(F)[F:7])CC)C.[Br:10][C:11]1[CH:12]=[C:13]([C:17]2(O)[CH2:22][CH2:21][O:20][CH2:19][CH2:18]2)[CH:14]=[N:15][CH:16]=1, predict the reaction product. The product is: [Br:10][C:11]1[CH:16]=[N:15][CH:14]=[C:13]([C:17]2([F:7])[CH2:22][CH2:21][O:20][CH2:19][CH2:18]2)[CH:12]=1.